From a dataset of Forward reaction prediction with 1.9M reactions from USPTO patents (1976-2016). Predict the product of the given reaction. (1) Given the reactants [Br:1][C:2]1[CH:10]=[CH:9][N:8]=[C:7]2[C:3]=1[CH:4]=[CH:5][NH:6]2.[H-].[Na+].[C:13]1([S:19](Cl)(=[O:21])=[O:20])[CH:18]=[CH:17][CH:16]=[CH:15][CH:14]=1.[CH2:23]1COCC1, predict the reaction product. The product is: [Br:1][C:2]1[CH:10]=[CH:9][N:8]=[C:7]2[N:6]([S:19]([C:13]3[CH:18]=[CH:17][C:16]([CH3:23])=[CH:15][CH:14]=3)(=[O:21])=[O:20])[CH:5]=[CH:4][C:3]=12. (2) Given the reactants [F:1][C:2]1[CH:3]=[C:4]([C:13]([OH:15])=O)[C:5]2[O:9][C:8]([CH3:11])([CH3:10])[CH2:7][C:6]=2[CH:12]=1.FC1C(F)=C(C(O)=O)C2OC(C)(C)CC=2C=1.[NH2:32][C:33]1[CH:38]=[CH:37][C:36]([CH2:39][CH:40]([CH3:46])[C:41]([O:43][CH2:44][CH3:45])=[O:42])=[CH:35][CH:34]=1.C(N(CC)CC)C.CCCP1(OP(CCC)(=O)OP(CCC)(=O)O1)=O, predict the reaction product. The product is: [F:1][C:2]1[CH:3]=[C:4]([C:13]([NH:32][C:33]2[CH:34]=[CH:35][C:36]([CH2:39][CH:40]([CH3:46])[C:41]([O:43][CH2:44][CH3:45])=[O:42])=[CH:37][CH:38]=2)=[O:15])[C:5]2[O:9][C:8]([CH3:10])([CH3:11])[CH2:7][C:6]=2[CH:12]=1. (3) The product is: [F:25][C:22]1[CH:23]=[CH:24][C:19]([C:18]2[CH2:17][CH2:16][CH:5]([C:6]([O:8][CH3:9])=[O:7])[N:4]=2)=[CH:20][CH:21]=1. Given the reactants C([NH:4][C:5]([CH2:16][CH2:17][C:18](=O)[C:19]1[CH:24]=[CH:23][C:22]([F:25])=[CH:21][CH:20]=1)(C(OCC)=O)[C:6]([O:8][CH2:9]C)=[O:7])(=O)C, predict the reaction product. (4) Given the reactants Cl.O1CCOCC1.C(OC([NH:15][C:16]1[CH:17]=[CH:18][C:19]([C:22]2[N:26]([C:27]3[CH:28]=[N:29][CH:30]=[CH:31][CH:32]=3)[N:25]=[C:24]([C:33]([N:35]3[CH2:40][CH2:39][C:38]([F:42])([F:41])[CH2:37][CH2:36]3)=[O:34])[CH:23]=2)=[N:20][CH:21]=1)=O)(C)(C)C, predict the reaction product. The product is: [NH2:15][C:16]1[CH:17]=[CH:18][C:19]([C:22]2[N:26]([C:27]3[CH:28]=[N:29][CH:30]=[CH:31][CH:32]=3)[N:25]=[C:24]([C:33]([N:35]3[CH2:36][CH2:37][C:38]([F:42])([F:41])[CH2:39][CH2:40]3)=[O:34])[CH:23]=2)=[N:20][CH:21]=1. (5) Given the reactants [Br:1][C:2]1[C:6]2[C:7]([NH2:12])=[N:8][CH:9]=[C:10](I)[C:5]=2[S:4][CH:3]=1.C([Sn](CCCC)(CCCC)/[CH:18]=[CH:19]/[CH2:20][NH:21][C:22](=[O:28])[O:23][C:24]([CH3:27])([CH3:26])[CH3:25])CCC.[F-].[K+], predict the reaction product. The product is: [NH2:12][C:7]1[C:6]2[C:2]([Br:1])=[CH:3][S:4][C:5]=2[C:10](/[CH:18]=[CH:19]/[CH2:20][NH:21][C:22](=[O:28])[O:23][C:24]([CH3:27])([CH3:26])[CH3:25])=[CH:9][N:8]=1. (6) The product is: [Br:25][C:26]1[CH:27]=[N:28][C:29]([N:8]2[CH2:9][CH2:10][C@H:6]([NH:5][CH2:4][C:3]3[CH:11]=[CH:12][C:13]([Cl:15])=[CH:14][C:2]=3[Cl:1])[CH2:7]2)=[N:30][CH:31]=1. Given the reactants [Cl:1][C:2]1[CH:14]=[C:13]([Cl:15])[CH:12]=[CH:11][C:3]=1[CH2:4][NH:5][C@H:6]1[CH2:10][CH2:9][NH:8][CH2:7]1.C(N(C(C)C)CC)(C)C.[Br:25][C:26]1[CH:27]=[N:28][C:29](Cl)=[N:30][CH:31]=1.O, predict the reaction product. (7) Given the reactants [F:1][C:2]([F:11])([F:10])[C:3]1[CH:4]=[C:5]([SH:9])[CH:6]=[CH:7][CH:8]=1.[Br:12][C:13]1[CH:18]=[CH:17][C:16]([CH:19]2[CH2:24][CH:23](CS([O-])(=O)=O)[CH2:22][CH2:21][O:20]2)=[CH:15][CH:14]=1.C([O-])([O-])=O.[K+].[K+], predict the reaction product. The product is: [Br:12][C:13]1[CH:14]=[CH:15][C:16]([CH:19]2[CH2:24][CH:23]([S:9][C:5]3[CH:6]=[CH:7][CH:8]=[C:3]([C:2]([F:1])([F:10])[F:11])[CH:4]=3)[CH2:22][CH2:21][O:20]2)=[CH:17][CH:18]=1. (8) Given the reactants FC(F)(F)C(O)=O.[NH2:8][C@H:9]1[CH2:13][C@@H:12]([N:14]2[CH:22]=[N:21][C:20]3[C:15]2=[N:16][C:17]([Cl:38])=[N:18][C:19]=3[NH:23][CH2:24][CH:25]([C:32]2[CH:37]=[CH:36][CH:35]=[CH:34][CH:33]=2)[C:26]2[CH:31]=[CH:30][CH:29]=[CH:28][CH:27]=2)[C@H:11]([OH:39])[C@@H:10]1[OH:40].C(N(C(C)C)CC)(C)C.[C:50](Cl)(=[O:53])[CH2:51][CH3:52], predict the reaction product. The product is: [Cl:38][C:17]1[N:16]=[C:15]2[C:20]([N:21]=[CH:22][N:14]2[C@@H:12]2[CH2:13][C@H:9]([NH:8][C:50](=[O:53])[CH2:51][CH3:52])[C@@H:10]([OH:40])[C@H:11]2[OH:39])=[C:19]([NH:23][CH2:24][CH:25]([C:32]2[CH:33]=[CH:34][CH:35]=[CH:36][CH:37]=2)[C:26]2[CH:31]=[CH:30][CH:29]=[CH:28][CH:27]=2)[N:18]=1.